This data is from Forward reaction prediction with 1.9M reactions from USPTO patents (1976-2016). The task is: Predict the product of the given reaction. (1) Given the reactants [Br:1][C:2]1[CH:3]=[C:4]2[C:9](=C[CH:11]=1)[NH:8][C:7](=[O:12])[CH2:6][NH:5]2.[H-].[Na+].[Cl:15][C:16]1[C:23]([F:24])=[CH:22][CH:21]=[C:20]([F:25])[C:17]=1[CH2:18]Br.C[N:27](C=O)C, predict the reaction product. The product is: [Br:1][C:2]1[CH:11]=[N:27][C:9]2[NH:8][C:7](=[O:12])[CH2:6][N:5]([CH2:18][C:17]3[C:20]([F:25])=[CH:21][CH:22]=[C:23]([F:24])[C:16]=3[Cl:15])[C:4]=2[CH:3]=1. (2) The product is: [CH2:24]([NH:31][CH2:2][C@@H:3]([C:4]1[CH:15]=[CH:14][C:7]2[O:8][C:9]([CH3:13])([CH3:12])[O:10][CH2:11][C:6]=2[CH:5]=1)[O:16][Si:17]([CH2:22][CH3:23])([CH2:20][CH3:21])[CH2:18][CH3:19])[C:25]1[CH:30]=[CH:29][CH:28]=[CH:27][CH:26]=1. Given the reactants Br[CH2:2][C@H:3]([O:16][Si:17]([CH2:22][CH3:23])([CH2:20][CH3:21])[CH2:18][CH3:19])[C:4]1[CH:15]=[CH:14][C:7]2[O:8][C:9]([CH3:13])([CH3:12])[O:10][CH2:11][C:6]=2[CH:5]=1.[CH2:24]([NH2:31])[C:25]1[CH:30]=[CH:29][CH:28]=[CH:27][CH:26]=1.O.C(OCC)C, predict the reaction product. (3) Given the reactants C(OC(=O)[N:7]([C:16]1[CH:21]=[CH:20][C:19]([C:22]([C:24]2[C:32]3[C:27](=[N:28][CH:29]=[C:30]([Cl:33])[CH:31]=3)[NH:26][CH:25]=2)=[O:23])=[CH:18][N:17]=1)[CH2:8][C:9]1[CH:14]=[CH:13][CH:12]=[CH:11][C:10]=1[F:15])(C)(C)C.FC(F)(F)C(O)=O.C(=O)([O-])[O-].[K+].[K+], predict the reaction product. The product is: [Cl:33][C:30]1[CH:31]=[C:32]2[C:24]([C:22]([C:19]3[CH:18]=[N:17][C:16]([NH:7][CH2:8][C:9]4[CH:14]=[CH:13][CH:12]=[CH:11][C:10]=4[F:15])=[CH:21][CH:20]=3)=[O:23])=[CH:25][NH:26][C:27]2=[N:28][CH:29]=1. (4) Given the reactants [F:1][C:2]1[C:11]2[C:6](=[CH:7][CH:8]=[CH:9][CH:10]=2)[C:5](F)=[C:4](F)[C:3]=1[F:14].FC1(F)C2C(=CC=CC=2)C=CC1(F)F.[NH4+].[OH-], predict the reaction product. The product is: [F:1][C:2]1[C:11]2[C:6](=[CH:7][CH:8]=[CH:9][CH:10]=2)[CH:5]=[CH:4][C:3]=1[F:14]. (5) Given the reactants [C:1]([C@H:5]1[CH2:10][CH2:9][C@H:8]([O:11][C:12]2[CH:13]=[C:14]3[C:19](=[CH:20][CH:21]=2)[CH:18]=[C:17]([C@:22]2([CH3:28])[CH2:26][O:25]C(=O)[NH:23]2)[CH:16]=[CH:15]3)[CH2:7][CH2:6]1)([CH3:4])([CH3:3])[CH3:2].C(O)C.O.[OH-].[Li+], predict the reaction product. The product is: [NH2:23][C@@:22]([C:17]1[CH:16]=[CH:15][C:14]2[C:19](=[CH:20][CH:21]=[C:12]([O:11][C@H:8]3[CH2:7][CH2:6][C@H:5]([C:1]([CH3:4])([CH3:3])[CH3:2])[CH2:10][CH2:9]3)[CH:13]=2)[CH:18]=1)([CH3:28])[CH2:26][OH:25]. (6) Given the reactants C([O:3][C:4]([CH:6]1[C:14]2[C:9](=[CH:10][C:11]([N:15]3[C:19]4=[N:20][CH:21]=[CH:22][CH:23]=[C:18]4[N:17]=[CH:16]3)=[CH:12][CH:13]=2)[C:8](=[O:24])[CH2:7]1)=[O:5])C.[Li+].[OH-], predict the reaction product. The product is: [N:17]1[C:18]2[C:19](=[N:20][CH:21]=[CH:22][CH:23]=2)[N:15]([C:11]2[CH:10]=[C:9]3[C:14](=[CH:13][CH:12]=2)[CH:6]([C:4]([OH:5])=[O:3])[CH2:7][C:8]3=[O:24])[CH:16]=1.